From a dataset of Full USPTO retrosynthesis dataset with 1.9M reactions from patents (1976-2016). Predict the reactants needed to synthesize the given product. (1) Given the product [Cl:24][C:23]1[N:8]2[N:9]=[C:10]([C:17]3[CH:22]=[CH:21][CH:20]=[CH:19][CH:18]=3)[CH:11]=[C:12]([C:13]([F:15])([F:14])[F:16])[C:7]2=[N:6][C:5]=1[C:3]([OH:4])=[O:2], predict the reactants needed to synthesize it. The reactants are: C[O:2][C:3]([C:5]1[N:6]=[C:7]2[C:12]([C:13]([F:16])([F:15])[F:14])=[CH:11][C:10]([C:17]3[CH:22]=[CH:21][CH:20]=[CH:19][CH:18]=3)=[N:9][N:8]2[C:23]=1[Cl:24])=[O:4].NC1C=C(C(F)(F)F)C2N(C(Cl)=C(C(O)=O)N=2)C=1. (2) Given the product [N:16]1([C:6]2[CH:5]=[C:4]([Cl:11])[C:3]([S:12]([NH2:23])(=[O:14])=[O:13])=[C:2]([Cl:1])[C:7]=2[N+:8]([O-:10])=[O:9])[CH2:20][CH2:19][CH2:18][CH2:17]1, predict the reactants needed to synthesize it. The reactants are: [Cl:1][C:2]1[C:7]([N+:8]([O-:10])=[O:9])=[CH:6][CH:5]=[C:4]([Cl:11])[C:3]=1[S:12](Cl)(=[O:14])=[O:13].[NH:16]1[CH2:20][CH2:19][CH2:18][CH2:17]1.C([N:23](CC)CC)C. (3) Given the product [N:19]1[C:23]2[CH2:24][CH2:25][O:26][CH2:27][C:22]=2[S:21][C:20]=1[NH:28][C:13](=[O:15])[C:12]1[CH:11]=[CH:10][C:9]([B:4]2[O:5][C:6]([CH3:7])([CH3:8])[C:2]([CH3:1])([CH3:18])[O:3]2)=[CH:17][CH:16]=1, predict the reactants needed to synthesize it. The reactants are: [CH3:1][C:2]1([CH3:18])[C:6]([CH3:8])([CH3:7])[O:5][B:4]([C:9]2[CH:17]=[CH:16][C:12]([C:13]([OH:15])=O)=[CH:11][CH:10]=2)[O:3]1.[N:19]1[C:23]2[CH2:24][CH2:25][O:26][CH2:27][C:22]=2[S:21][C:20]=1[NH2:28]. (4) Given the product [CH3:15][O:16][C:17]1[CH:22]=[CH:21][CH:20]=[C:19]([O:23][CH3:24])[C:18]=1[C:2]1[NH:3][C:4]2[C:9]([C:10]=1[CH:11]=[O:12])=[CH:8][C:7]([O:13][CH3:14])=[CH:6][CH:5]=2, predict the reactants needed to synthesize it. The reactants are: Br[C:2]1[NH:3][C:4]2[C:9]([C:10]=1[CH:11]=[O:12])=[CH:8][C:7]([O:13][CH3:14])=[CH:6][CH:5]=2.[CH3:15][O:16][C:17]1[CH:22]=[CH:21][CH:20]=[C:19]([O:23][CH3:24])[C:18]=1B(O)O.C1C=CC(P(C2C=CC=CC=2)C2C=CC=CC=2)=CC=1.[O-]P([O-])([O-])=O.[K+].[K+].[K+].COOB(C1C=CC=CC=1)OOC. (5) Given the product [ClH:23].[C:1]1([C:7]2[C:15]([C:16]([OH:18])=[O:17])=[C:10]3[CH:11]=[CH:12][CH:13]=[CH:14][N:9]3[N:8]=2)[CH:2]=[CH:3][CH:4]=[CH:5][CH:6]=1, predict the reactants needed to synthesize it. The reactants are: [C:1]1([C:7]2[C:15]([C:16]([O:18]CC)=[O:17])=[C:10]3[CH:11]=[CH:12][CH:13]=[CH:14][N:9]3[N:8]=2)[CH:6]=[CH:5][CH:4]=[CH:3][CH:2]=1.[OH-].[Na+].[ClH:23].